Dataset: NCI-60 drug combinations with 297,098 pairs across 59 cell lines. Task: Regression. Given two drug SMILES strings and cell line genomic features, predict the synergy score measuring deviation from expected non-interaction effect. (1) Drug 1: CC1C(C(CC(O1)OC2CC(CC3=C2C(=C4C(=C3O)C(=O)C5=C(C4=O)C(=CC=C5)OC)O)(C(=O)C)O)N)O.Cl. Drug 2: CS(=O)(=O)CCNCC1=CC=C(O1)C2=CC3=C(C=C2)N=CN=C3NC4=CC(=C(C=C4)OCC5=CC(=CC=C5)F)Cl. Cell line: HL-60(TB). Synergy scores: CSS=41.2, Synergy_ZIP=11.9, Synergy_Bliss=12.2, Synergy_Loewe=-41.3, Synergy_HSA=6.41. (2) Drug 1: CC1OCC2C(O1)C(C(C(O2)OC3C4COC(=O)C4C(C5=CC6=C(C=C35)OCO6)C7=CC(=C(C(=C7)OC)O)OC)O)O. Drug 2: CC1=C(C(=O)C2=C(C1=O)N3CC4C(C3(C2COC(=O)N)OC)N4)N. Cell line: SR. Synergy scores: CSS=79.3, Synergy_ZIP=-1.52, Synergy_Bliss=-1.65, Synergy_Loewe=-2.68, Synergy_HSA=0.858. (3) Drug 1: CC1=C(C(=CC=C1)Cl)NC(=O)C2=CN=C(S2)NC3=CC(=NC(=N3)C)N4CCN(CC4)CCO. Drug 2: CC1C(C(CC(O1)OC2CC(OC(C2O)C)OC3=CC4=CC5=C(C(=O)C(C(C5)C(C(=O)C(C(C)O)O)OC)OC6CC(C(C(O6)C)O)OC7CC(C(C(O7)C)O)OC8CC(C(C(O8)C)O)(C)O)C(=C4C(=C3C)O)O)O)O. Cell line: MOLT-4. Synergy scores: CSS=38.8, Synergy_ZIP=4.58, Synergy_Bliss=9.25, Synergy_Loewe=1.24, Synergy_HSA=2.43. (4) Drug 1: C1=CC=C(C=C1)NC(=O)CCCCCCC(=O)NO. Drug 2: B(C(CC(C)C)NC(=O)C(CC1=CC=CC=C1)NC(=O)C2=NC=CN=C2)(O)O. Synergy scores: CSS=16.2, Synergy_ZIP=-1.84, Synergy_Bliss=-0.985, Synergy_Loewe=-16.3, Synergy_HSA=-0.678. Cell line: DU-145. (5) Drug 1: C1=NC2=C(N=C(N=C2N1C3C(C(C(O3)CO)O)O)F)N. Drug 2: COC1=NC(=NC2=C1N=CN2C3C(C(C(O3)CO)O)O)N. Cell line: PC-3. Synergy scores: CSS=2.25, Synergy_ZIP=-2.83, Synergy_Bliss=-5.41, Synergy_Loewe=-7.46, Synergy_HSA=-4.72.